Dataset: Full USPTO retrosynthesis dataset with 1.9M reactions from patents (1976-2016). Task: Predict the reactants needed to synthesize the given product. (1) Given the product [C:34]1([C:32]2[CH:31]=[C:30]([C:40]3[CH:45]=[CH:44][CH:43]=[CH:42][CH:41]=3)[N:29]=[C:28]([O:27][CH2:26][CH2:25][CH2:24][CH2:23][CH2:22][O:21][C:12]3[CH:11]=[C:10]4[C:15]([CH2:16][CH:17]([C:18]([OH:20])=[O:19])[NH:8][CH2:9]4)=[CH:14][CH:13]=3)[CH:33]=2)[CH:39]=[CH:38][CH:37]=[CH:36][CH:35]=1, predict the reactants needed to synthesize it. The reactants are: C(OC([N:8]1[CH:17]([C:18]([OH:20])=[O:19])[CH2:16][C:15]2[C:10](=[CH:11][C:12]([O:21][CH2:22][CH2:23][CH2:24][CH2:25][CH2:26][O:27][C:28]3[CH:33]=[C:32]([C:34]4[CH:39]=[CH:38][CH:37]=[CH:36][CH:35]=4)[CH:31]=[C:30]([C:40]4[CH:45]=[CH:44][CH:43]=[CH:42][CH:41]=4)[N:29]=3)=[CH:13][CH:14]=2)[CH2:9]1)=O)(C)(C)C.C(OCCCCCOC1C=C(C2C=CC=CC=2)C=C(C2C=CC=CC=2)N=1)(=O)C.FC(F)(F)C(O)=O.C(#N)C.O. (2) Given the product [Br:1][C:2]1[CH:11]=[C:10]2[C:5]([CH:6]([NH:12][C:21]([C:18]3([NH:17][C:15](=[O:16])[C:14]([F:13])([F:24])[F:25])[CH2:19][CH2:20]3)=[O:22])[CH2:7][CH2:8][O:9]2)=[CH:4][CH:3]=1, predict the reactants needed to synthesize it. The reactants are: [Br:1][C:2]1[CH:11]=[C:10]2[C:5]([CH:6]([NH2:12])[CH2:7][CH2:8][O:9]2)=[CH:4][CH:3]=1.[F:13][C:14]([F:25])([F:24])[C:15]([NH:17][C:18]1([C:21](O)=[O:22])[CH2:20][CH2:19]1)=[O:16]. (3) Given the product [CH2:30]([N:29]([CH3:27])[S:12]([N:9]1[CH2:10][CH2:11][C:6]2([C:2](=[O:1])[N:3]([C:16]3[CH:21]=[CH:20][C:19]([O:22][C:23]([F:26])([F:25])[F:24])=[CH:18][CH:17]=3)[CH2:4][CH2:5]2)[CH2:7][CH2:8]1)(=[O:14])=[O:13])[C:31]1[CH:8]=[CH:7][CH:6]=[CH:5][CH:4]=1, predict the reactants needed to synthesize it. The reactants are: [O:1]=[C:2]1[C:6]2([CH2:11][CH2:10][N:9]([S:12](Cl)(=[O:14])=[O:13])[CH2:8][CH2:7]2)[CH2:5][CH2:4][N:3]1[C:16]1[CH:21]=[CH:20][C:19]([O:22][C:23]([F:26])([F:25])[F:24])=[CH:18][CH:17]=1.[CH2:27]([NH:29][CH2:30][CH3:31])C. (4) Given the product [CH3:16][C:15]1[CH:17]=[CH:18][C:12]([S:9]([O:8][CH2:7][CH:4]2[CH2:5][CH2:6][O:1][CH2:2][CH2:3]2)(=[O:11])=[O:10])=[CH:13][CH:14]=1, predict the reactants needed to synthesize it. The reactants are: [O:1]1[CH2:6][CH2:5][CH:4]([CH2:7][OH:8])[CH2:3][CH2:2]1.[S:9](Cl)([C:12]1[CH:18]=[CH:17][C:15]([CH3:16])=[CH:14][CH:13]=1)(=[O:11])=[O:10]. (5) Given the product [Si:30]([O:29][C@@H:28]1[C@@H:27]([CH2:18][O:19][Si:20]([C:23]([CH3:26])([CH3:25])[CH3:24])([CH3:22])[CH3:21])[O:37][C@@H:16]([N:15]2[C:38]3[N:39]=[CH:40][N:41]=[C:11]([O:10][C:48]4[CH:53]=[CH:52][CH:51]=[CH:50][CH:49]=4)[C:12]=3[N:13]=[CH:14]2)[CH2:17]1)([C:33]([CH3:35])([CH3:36])[CH3:34])([CH3:32])[CH3:31], predict the reactants needed to synthesize it. The reactants are: N1([O:10][C:11]2[C:12]3[N:13]=[CH:14][N:15]([C:38]=3[N:39]=[CH:40][N:41]=2)[C@@H:16]2[O:37][C@H:27]([CH2:28][O:29][Si:30]([C:33]([CH3:36])([CH3:35])[CH3:34])([CH3:32])[CH3:31])[C@@H:18]([O:19][Si:20]([C:23]([CH3:26])([CH3:25])[CH3:24])([CH3:22])[CH3:21])[CH2:17]2)C2C=CC=CC=2N=N1.C([O-])([O-])=O.[Cs+].[Cs+].[C:48]1(O)[CH:53]=[CH:52][CH:51]=[CH:50][CH:49]=1. (6) Given the product [CH2:44]([C:24]1[N:25]([C:28]2[CH:43]=[CH:42][C:31]([O:32][C:33]3([CH2:38][OH:39])[CH2:34][CH2:35][CH2:36][CH2:37]3)=[CH:30][CH:29]=2)[C:26](=[O:27])[C:21]([CH2:20][C:17]2[CH:16]=[CH:15][C:14]([C:9]3[C:8]([C:6]#[N:7])=[CH:13][CH:12]=[CH:11][CH:10]=3)=[CH:19][CH:18]=2)=[C:22]([CH2:46][CH2:47][CH3:48])[N:23]=1)[CH3:45], predict the reactants needed to synthesize it. The reactants are: [BH4-].[Na+].[Cl-].[Ca+2].[Cl-].[C:6]([C:8]1[CH:13]=[CH:12][CH:11]=[CH:10][C:9]=1[C:14]1[CH:19]=[CH:18][C:17]([CH2:20][C:21]2[C:26](=[O:27])[N:25]([C:28]3[CH:43]=[CH:42][C:31]([O:32][C:33]4([C:38](OC)=[O:39])[CH2:37][CH2:36][CH2:35][CH2:34]4)=[CH:30][CH:29]=3)[C:24]([CH2:44][CH3:45])=[N:23][C:22]=2[CH2:46][CH2:47][CH3:48])=[CH:16][CH:15]=1)#[N:7].